From a dataset of Forward reaction prediction with 1.9M reactions from USPTO patents (1976-2016). Predict the product of the given reaction. (1) Given the reactants [N:1]([CH2:4][C@@H:5]1[CH2:23][NH:22][C:9]2[C:10]3[C:11]4[CH:12]=[CH:13][C:14](Cl)=[N:15][C:16]=4[CH:17]=[CH:18][C:19]=3[S:20][C:8]=2[C:7](=[O:24])[NH:6]1)=[N+:2]=[N-:3].[F:25][C:26]1[N:31]=[CH:30][N:29]=[C:28]([NH2:32])[CH:27]=1.CC1(C)C2C(=C(P(C3C=CC=CC=3)C3C=CC=CC=3)C=CC=2)OC2C(P(C3C=CC=CC=3)C3C=CC=CC=3)=CC=CC1=2.C(=O)([O-])[O-].[Cs+].[Cs+], predict the reaction product. The product is: [N:1]([CH2:4][C@@H:5]1[CH2:23][NH:22][C:9]2[C:10]3[C:11]4[CH:12]=[CH:13][C:14]([NH:32][C:28]5[CH:27]=[C:26]([F:25])[N:31]=[CH:30][N:29]=5)=[N:15][C:16]=4[CH:17]=[CH:18][C:19]=3[S:20][C:8]=2[C:7](=[O:24])[NH:6]1)=[N+:2]=[N-:3]. (2) Given the reactants [N:1]1([C:7]([O:9][CH2:10][CH3:11])=[O:8])[CH2:6][CH2:5][NH:4][CH2:3][CH2:2]1.[Cl:12][CH2:13][CH2:14][CH2:15][C:16](Cl)=[O:17].CCN(CC)CC, predict the reaction product. The product is: [Cl:12][CH2:13][CH2:14][CH2:15][C:16]([N:4]1[CH2:5][CH2:6][N:1]([C:7]([O:9][CH2:10][CH3:11])=[O:8])[CH2:2][CH2:3]1)=[O:17]. (3) Given the reactants [NH2:1][C:2]1[CH:7]=[CH:6][C:5]([CH2:8][CH2:9][OH:10])=[CH:4][CH:3]=1.[C:11]1(B(O)O)[CH2:16][CH2:15][CH2:14][CH2:13][CH:12]=1, predict the reaction product. The product is: [NH2:1][C:2]1[CH:7]=[CH:6][C:5]([CH2:8][CH2:9][OH:10])=[CH:4][C:3]=1[C:11]1[CH2:16][CH2:15][CH2:14][CH2:13][CH:12]=1.